This data is from Full USPTO retrosynthesis dataset with 1.9M reactions from patents (1976-2016). The task is: Predict the reactants needed to synthesize the given product. (1) Given the product [CH2:31]([O:30][C:27]1[CH:28]=[CH:29][C:24]([S:21]([C:6]2([C:4]([OH:5])=[O:3])[CH2:11][CH2:10][N:9]([CH2:12][C:13]3[CH:14]=[CH:15][C:16]([C:19]#[N:20])=[CH:17][CH:18]=3)[CH2:8][CH2:7]2)(=[O:22])=[O:23])=[CH:25][CH:26]=1)[CH2:32][CH2:33][CH3:34], predict the reactants needed to synthesize it. The reactants are: C([O:3][C:4]([C:6]1([S:21]([C:24]2[CH:29]=[CH:28][C:27]([O:30][CH2:31][CH2:32][CH2:33][CH3:34])=[CH:26][CH:25]=2)(=[O:23])=[O:22])[CH2:11][CH2:10][N:9]([CH2:12][C:13]2[CH:18]=[CH:17][C:16]([C:19]#[N:20])=[CH:15][CH:14]=2)[CH2:8][CH2:7]1)=[O:5])C.CO.[OH-].[Na+]. (2) The reactants are: Cl[CH2:2][CH2:3][O:4][C:5]1[CH:6]=[C:7]2[C:11](=[CH:12][CH:13]=1)[N:10]([CH2:14][C:15]1[CH:20]=[CH:19][CH:18]=[C:17]([O:21][CH3:22])[CH:16]=1)[C:9]([C:23]([O:25][CH2:26][CH3:27])=[O:24])=[C:8]2[C:28]1[CH:33]=[CH:32][C:31]([O:34][CH3:35])=[CH:30][CH:29]=1.[CH3:36][NH2:37]. Given the product [CH3:22][O:21][C:17]1[CH:16]=[C:15]([CH:20]=[CH:19][CH:18]=1)[CH2:14][N:10]1[C:11]2[C:7](=[CH:6][C:5]([O:4][CH2:3][CH2:2][NH:37][CH3:36])=[CH:13][CH:12]=2)[C:8]([C:28]2[CH:29]=[CH:30][C:31]([O:34][CH3:35])=[CH:32][CH:33]=2)=[C:9]1[C:23]([O:25][CH2:26][CH3:27])=[O:24], predict the reactants needed to synthesize it. (3) Given the product [Cl:40][C:26]1[C:27]([NH:29][C@@H:30]2[C@@H:35]3[CH2:36][C@@H:32]([CH:33]=[CH:34]3)[C@@H:31]2[C:37]([NH2:39])=[O:38])=[N:28][C:23]([NH:21][C:4]2[C:3]([O:2][CH3:1])=[CH:20][C:7]3[CH2:8][CH2:9][N:10]([CH:13]([CH2:14][O:15][CH3:16])[CH2:17][O:18][CH3:19])[CH2:11][CH2:12][C:6]=3[CH:5]=2)=[N:24][CH:25]=1, predict the reactants needed to synthesize it. The reactants are: [CH3:1][O:2][C:3]1[C:4]([NH2:21])=[CH:5][C:6]2[CH2:12][CH2:11][N:10]([CH:13]([CH2:17][O:18][CH3:19])[CH2:14][O:15][CH3:16])[CH2:9][CH2:8][C:7]=2[CH:20]=1.Cl[C:23]1[N:28]=[C:27]([NH:29][C@@H:30]2[C@@H:35]3[CH2:36][C@@H:32]([CH:33]=[CH:34]3)[C@@H:31]2[C:37]([NH2:39])=[O:38])[C:26]([Cl:40])=[CH:25][N:24]=1. (4) Given the product [OH:1][C@@H:2]([C@H:4]1[C:24](=[O:25])[N:6]2[C:7]([C:21]([O:23][CH:37]([O:36][C:34]([O:33][CH:27]3[CH2:32][CH2:31][CH2:30][CH2:29][CH2:28]3)=[O:35])[CH:38]([CH3:40])[CH3:39])=[O:22])=[C:8]([S:11]/[CH:12]=[CH:13]\[C:14]3[S:18][CH:17]=[N:16][C:15]=3[CH2:19][OH:20])[C@H:9]([CH3:10])[C@H:5]12)[CH3:3], predict the reactants needed to synthesize it. The reactants are: [OH:1][C@@H:2]([C@H:4]1[C:24](=[O:25])[N:6]2[C:7]([C:21]([O-:23])=[O:22])=[C:8]([S:11]/[CH:12]=[CH:13]\[C:14]3[S:18][CH:17]=[N:16][C:15]=3[CH2:19][OH:20])[C@H:9]([CH3:10])[C@H:5]12)[CH3:3].[Na+].[CH:27]1([O:33][C:34]([O:36][CH:37](I)[CH:38]([CH3:40])[CH3:39])=[O:35])[CH2:32][CH2:31][CH2:30][CH2:29][CH2:28]1. (5) Given the product [C:1]([NH:5][C:6]([C:8]1[C:16]2[C:11](=[N:12][CH:13]=[C:14]([C:17]3[C:25]4[C:20](=[CH:21][CH:22]=[C:23]([O:26][CH:27]([F:28])[F:29])[CH:24]=4)[N:19]([CH2:30][CH2:31][CH2:32][N:33]4[CH2:34][CH:35]([C:37]#[N:38])[CH2:36]4)[N:18]=3)[N:15]=2)[NH:10][CH:9]=1)=[O:7])([CH3:4])([CH3:2])[CH3:3], predict the reactants needed to synthesize it. The reactants are: [C:1]([NH:5][C:6]([C:8]1[C:16]2[C:11](=[N:12][CH:13]=[C:14]([C:17]3[C:25]4[C:20](=[CH:21][CH:22]=[C:23]([O:26][CH:27]([F:29])[F:28])[CH:24]=4)[N:19]([CH2:30][CH2:31][CH2:32][N:33]4[CH2:36][CH:35]([C:37]#[N:38])[CH2:34]4)[N:18]=3)[N:15]=2)[N:10](COCC[Si](C)(C)C)[CH:9]=1)=[O:7])([CH3:4])([CH3:3])[CH3:2].C(O)(C(F)(F)F)=O. (6) Given the product [CH:2]([C:3]1[CH:4]=[C:5]2[C:10](=[CH:11][CH:12]=1)[N:9]=[CH:8][C:7]([C:13]#[N:14])=[C:6]2[CH2:15][CH:16]([CH3:18])[CH3:17])=[O:1], predict the reactants needed to synthesize it. The reactants are: [OH:1][CH2:2][C:3]1[CH:4]=[C:5]2[C:10](=[CH:11][CH:12]=1)[NH:9][CH:8]=[C:7]([C:13]#[N:14])[CH:6]2[CH2:15][CH:16]([CH3:18])[CH3:17]. (7) Given the product [Cl:30][C:24]1[C:25]([Cl:29])=[CH:26][CH:27]=[CH:28][C:23]=1[S:20]([CH2:19][NH:18][CH2:17][CH2:16][CH2:15][N:13]([CH3:14])[C:11](=[O:12])[CH2:10][CH2:9][C:6]1[CH:5]=[CH:4][C:3]([C:1]2[NH:34][CH2:33][CH2:32][N:2]=2)=[CH:8][CH:7]=1)(=[O:22])=[O:21], predict the reactants needed to synthesize it. The reactants are: [C:1]([C:3]1[CH:8]=[CH:7][C:6]([CH2:9][CH2:10][C:11]([N:13]([CH2:15][CH2:16][CH2:17][NH:18][CH2:19][S:20]([C:23]2[CH:28]=[CH:27][CH:26]=[C:25]([Cl:29])[C:24]=2[Cl:30])(=[O:22])=[O:21])[CH3:14])=[O:12])=[CH:5][CH:4]=1)#[N:2].[S].[CH2:32](N)[CH2:33][NH2:34].